This data is from Full USPTO retrosynthesis dataset with 1.9M reactions from patents (1976-2016). The task is: Predict the reactants needed to synthesize the given product. (1) The reactants are: CCCCCCCC([O:10][CH2:11][CH:12]([OH:15])[CH2:13]O)=O.CCCCC[C@H](O)/C=C/[C@@H:24]1[C@H:28]2[CH2:29]/[C:30](/O[C@H:27]2[CH2:26][C@H:25]1O)=[CH:31]/[CH2:32][CH2:33][CH2:34][C:35]([OH:37])=[O:36]. Given the product [C:35]([OH:37])(=[O:36])[CH2:34][CH2:33][CH2:32][CH2:31][CH2:30][CH2:29][CH2:28][CH2:27][CH2:26][CH2:25][CH3:24].[CH2:11]([OH:10])[CH:12]([OH:15])[CH3:13], predict the reactants needed to synthesize it. (2) Given the product [O:48]1[C:45]2[CH:56]=[CH:55][CH:54]=[CH:53][C:52]=2[CH:51]=[C:57]1[C:2]1[C:10]2[C:9]([NH:11][CH:12]3[CH2:17][CH2:16][CH:15]([N:18]([CH3:20])[CH3:19])[CH2:14][CH2:13]3)=[N:8][CH:7]=[N:6][C:5]=2[S:4][C:3]=1[CH2:21][CH3:22], predict the reactants needed to synthesize it. The reactants are: Br[C:2]1[C:10]2[C:9]([NH:11][CH:12]3[CH2:17][CH2:16][CH:15]([N:18]([CH3:20])[CH3:19])[CH2:14][CH2:13]3)=[N:8][CH:7]=[N:6][C:5]=2[S:4][C:3]=1[CH2:21][CH3:22].B(O)O.C1C=CC(P(C2C=CC=CC=2)C2C=CC=CC=2)=CC=1.[C:45](=[O:48])([O-])[O-].[Na+].[Na+].[C:51]1([CH3:57])[CH:56]=[CH:55][CH:54]=[CH:53][CH:52]=1.O. (3) The reactants are: [F:1][C:2]([F:29])([F:28])[C:3]1[CH:8]=[CH:7][C:6]([C:9]2[C:13]3[CH:14]=[CH:15][C:16]([C:18]#[C:19][CH2:20][CH2:21][CH2:22]OS(C)(=O)=O)=[CH:17][C:12]=3[S:11][N:10]=2)=[CH:5][CH:4]=1.[CH3:30][O:31][CH2:32][CH2:33][NH:34][CH3:35]. Given the product [CH3:30][O:31][CH2:32][CH2:33][N:34]([CH3:35])[CH2:22][CH2:21][CH2:20][C:19]#[C:18][C:16]1[CH:15]=[CH:14][C:13]2[C:9]([C:6]3[CH:7]=[CH:8][C:3]([C:2]([F:28])([F:29])[F:1])=[CH:4][CH:5]=3)=[N:10][S:11][C:12]=2[CH:17]=1, predict the reactants needed to synthesize it. (4) Given the product [C:1]([C:5]1[CH:10]=[CH:9][C:8]([C:11]2[CH:12]=[CH:13][C:14]([O:17][CH2:38][CH:31]([C:28]3[CH:27]=[CH:26][C:25]([C:24]([NH:23][CH2:22][CH2:21][C:20]([OH:41])=[O:19])=[O:40])=[CH:30][CH:29]=3)[CH2:32][CH2:33][CH2:34][CH2:35][CH2:36][CH3:37])=[CH:15][CH:16]=2)=[CH:7][CH:6]=1)([CH3:4])([CH3:2])[CH3:3], predict the reactants needed to synthesize it. The reactants are: [C:1]([C:5]1[CH:10]=[CH:9][C:8]([C:11]2[CH:16]=[CH:15][C:14]([OH:17])=[CH:13][CH:12]=2)=[CH:7][CH:6]=1)([CH3:4])([CH3:3])[CH3:2].C[O:19][C:20](=[O:41])[CH2:21][CH2:22][NH:23][C:24](=[O:40])[C:25]1[CH:30]=[CH:29][C:28]([CH:31]([CH2:38]O)[CH2:32][CH2:33][CH2:34][CH2:35][CH2:36][CH3:37])=[CH:27][CH:26]=1. (5) The reactants are: [Cl:1][C:2]1[CH:7]=[CH:6][C:5]([C:8]2[S:12][C:11]([CH2:13][CH3:14])=[C:10]([CH:15]3[C:19](=[O:20])[CH:18]=[CH:17][CH:16]3[OH:21])[CH:9]=2)=[CH:4][CH:3]=1.CC(C)=O.OS(O)(=O)=O.O=[Cr](=O)=O. Given the product [Cl:1][C:2]1[CH:3]=[CH:4][C:5]([C:8]2[S:12][C:11]([CH2:13][CH3:14])=[C:10]([CH:15]3[C:16](=[O:21])[CH:17]=[CH:18][C:19]3=[O:20])[CH:9]=2)=[CH:6][CH:7]=1, predict the reactants needed to synthesize it. (6) Given the product [SH:10][C:11]1[C:20]([O:21][CH3:1])=[CH:15][CH:14]=[CH:13][C:12]=1[OH:19], predict the reactants needed to synthesize it. The reactants are: [CH2:1](N(C(C)C)C(C)C)C.[SH:10][C:11]1C=[CH:15][CH:14]=[C:13](OC)[C:12]=1[OH:19].[CH3:20][OH:21].